This data is from Catalyst prediction with 721,799 reactions and 888 catalyst types from USPTO. The task is: Predict which catalyst facilitates the given reaction. (1) The catalyst class is: 371. Product: [Cl:19][C:15]1[CH:14]=[C:13]([C:9](=[O:8])[C@H:10]([OH:41])[CH2:11][CH3:12])[CH:18]=[CH:17][CH:16]=1. Reactant: C([Si]([O:8]/[C:9](/[C:13]1[CH:18]=[CH:17][CH:16]=[C:15]([Cl:19])[CH:14]=1)=[CH:10]\[CH2:11][CH3:12])(C)C)(C)(C)C.CC[C@@H]1[C@@H]2C[C@H]([C@@H](OC3C4C(=CC=CC=4)C(O[C@@H](C4C=CN=C5C=4C=C(OC)C=C5)[C@@H]4N5C[C@H](CC)[C@@H](CC5)C4)=NN=3)C3C=CN=C4C=3C=C([O:41]C)C=C4)N(CC2)C1.CS(N)(=O)=O. (2) Reactant: Cl.[NH:2]1[CH2:7][CH2:6][CH2:5][C@H:4]([C:8]([NH2:10])=[O:9])[CH2:3]1.C(N(CC)CC)C.[F:18][C:19]1[CH:20]=[C:21]([CH:25]=[CH:26][C:27]=1[F:28])[C:22](Cl)=[O:23]. Product: [F:18][C:19]1[CH:20]=[C:21]([CH:25]=[CH:26][C:27]=1[F:28])[C:22]([N:2]1[CH2:7][CH2:6][CH2:5][C@H:4]([C:8]([NH2:10])=[O:9])[CH2:3]1)=[O:23]. The catalyst class is: 4. (3) Reactant: [Cl:1][C:2]1[CH:7]=[CH:6][C:5]([CH2:8][C:9]2[C:18]3[C:13](=[CH:14][CH:15]=[CH:16][CH:17]=3)[C:12](=[O:19])[N:11]([CH2:20][C@H:21]3[CH2:25][CH2:24][CH2:23][N:22]3C(OC(C)(C)C)=O)[N:10]=2)=[CH:4][CH:3]=1.Cl.FC(F)(F)C(O)=O. Product: [Cl:1][C:2]1[CH:7]=[CH:6][C:5]([CH2:8][C:9]2[C:18]3[C:13](=[CH:14][CH:15]=[CH:16][CH:17]=3)[C:12](=[O:19])[N:11]([CH2:20][C@H:21]3[CH2:25][CH2:24][CH2:23][NH:22]3)[N:10]=2)=[CH:4][CH:3]=1. The catalyst class is: 12. (4) Reactant: [NH:1]1[C:5]2[CH:6]=[CH:7][CH:8]=[CH:9][C:4]=2[N:3]=[C:2]1[NH:10][CH:11]1[CH2:16][CH2:15][N:14](C(OCC)=O)[CH2:13][CH2:12]1. Product: [NH:14]1[CH2:13][CH2:12][CH:11]([NH:10][C:2]2[NH:1][C:5]3[CH:6]=[CH:7][CH:8]=[CH:9][C:4]=3[N:3]=2)[CH2:16][CH2:15]1. The catalyst class is: 33. (5) Reactant: [OH:1][CH2:2][CH2:3][O:4][C:5](=[O:17])[CH2:6][O:7][C:8]1[CH:13]=[CH:12][C:11]([N+:14]([O-:16])=[O:15])=[CH:10][CH:9]=1.[N+:18]([C:21]1[CH:32]=[CH:31][C:24]([O:25][CH:26]([CH3:30])[C:27](O)=[O:28])=[CH:23][CH:22]=1)([O-:20])=[O:19].C1(N=C=NC2CCCCC2)CCCCC1. Product: [N+:14]([C:11]1[CH:12]=[CH:13][C:8]([O:7][CH2:6][C:5]([O:4][CH2:3][CH2:2][O:1][C:27](=[O:28])[CH:26]([O:25][C:24]2[CH:23]=[CH:22][C:21]([N+:18]([O-:20])=[O:19])=[CH:32][CH:31]=2)[CH3:30])=[O:17])=[CH:9][CH:10]=1)([O-:16])=[O:15]. The catalyst class is: 4. (6) Reactant: [CH3:1][O:2][C:3](=[O:29])[CH:4]([O:6][C:7]1[CH:12]=[CH:11][C:10]([NH:13][C:14](=[O:28])[CH2:15][CH2:16][CH2:17][CH2:18][CH2:19][O:20]CC2C=CC=CC=2)=[CH:9][CH:8]=1)[CH3:5]. Product: [CH3:1][O:2][C:3](=[O:29])[CH:4]([O:6][C:7]1[CH:12]=[CH:11][C:10]([NH:13][C:14](=[O:28])[CH2:15][CH2:16][CH2:17][CH2:18][CH2:19][OH:20])=[CH:9][CH:8]=1)[CH3:5]. The catalyst class is: 19. (7) Reactant: [CH3:1][O:2][C:3]1[C:8]2[N:9]=[C:10]([NH2:12])[S:11][C:7]=2[C:6]([NH:13][CH3:14])=[CH:5][CH:4]=1.C(=O)([O-])[O-].[K+].[K+].I[CH2:22][C:23]([N:25]([CH3:27])[CH3:26])=[O:24].[F:28][C:29]1[CH:37]=[CH:36][C:32]([C:33](O)=[O:34])=[CH:31][CH:30]=1.CN(C(ON1N=NC2C=CC=NC1=2)=[N+](C)C)C.F[P-](F)(F)(F)(F)F.C(N(C(C)C)C(C)C)C. Product: [CH3:26][N:25]([CH3:27])[C:23]([CH2:22][N:13]([CH3:14])[C:6]1[C:7]2[S:11][C:10]([NH:12][C:33](=[O:34])[C:32]3[CH:36]=[CH:37][C:29]([F:28])=[CH:30][CH:31]=3)=[N:9][C:8]=2[C:3]([O:2][CH3:1])=[CH:4][CH:5]=1)=[O:24]. The catalyst class is: 198.